Dataset: Full USPTO retrosynthesis dataset with 1.9M reactions from patents (1976-2016). Task: Predict the reactants needed to synthesize the given product. (1) Given the product [Br:1][C:2]1[CH:3]=[C:4]([C:10]([O:15][CH3:14])=[CH:11][N:12]=1)[C:5]([O:7][CH3:8])=[O:6], predict the reactants needed to synthesize it. The reactants are: [Br:1][C:2]1[CH:3]=[C:4]([C:10](F)=[CH:11][N:12]=1)[C:5]([O:7][CH2:8]C)=[O:6].[CH3:14][O-:15].[Na+].CO. (2) Given the product [CH3:1][C:2]1([CH3:27])[CH2:3][O:4][C:5]2([C:13]3[C:8](=[CH:9][CH:10]=[C:11]([N:14]([CH2:30][CH2:31][N:32]4[CH2:37][CH2:36][O:35][CH2:34][CH2:33]4)[S:15]([CH3:18])(=[O:17])=[O:16])[CH:12]=3)[N:7]([CH2:19][C:20]([O:22][CH3:23])=[O:21])[C:6]2=[O:24])[O:25][CH2:26]1, predict the reactants needed to synthesize it. The reactants are: [CH3:1][C:2]1([CH3:27])[CH2:26][O:25][C:5]2([C:13]3[C:8](=[CH:9][CH:10]=[C:11]([NH:14][S:15]([CH3:18])(=[O:17])=[O:16])[CH:12]=3)[N:7]([CH2:19][C:20]([O:22][CH3:23])=[O:21])[C:6]2=[O:24])[O:4][CH2:3]1.Cl.Cl[CH2:30][CH2:31][N:32]1[CH2:37][CH2:36][O:35][CH2:34][CH2:33]1.C([O-])([O-])=O.[K+].[K+]. (3) Given the product [F:1][C:2]1[C:7]([C:8]([OH:10])=[O:9])=[N:6][CH:5]=[C:4]([NH:12][S:13]([C:16]2[CH:17]=[CH:18][C:19]([C:26]3[N:31]=[CH:30][CH:29]=[CH:28][N:27]=3)=[CH:20][N:21]=2)(=[O:15])=[O:14])[CH:3]=1, predict the reactants needed to synthesize it. The reactants are: [F:1][C:2]1[CH:3]=[C:4]([NH:12][S:13]([C:16]2[N:21]=[CH:20][C:19](B(O)O)=[CH:18][CH:17]=2)(=[O:15])=[O:14])[CH:5]=[N:6][C:7]=1[C:8]([O:10]C)=[O:9].Br[C:26]1[N:31]=[CH:30][CH:29]=[CH:28][N:27]=1.C(=O)([O-])[O-].[Na+].[Na+].Cl. (4) Given the product [NH2:23][C:20]1[N:21]=[CH:22][C:17]([C:3]2[CH:4]=[CH:5][C:6]([C:25]3[CH:30]=[CH:29][CH:28]=[CH:27][C:26]=3[S:31]([N:34]3[CH2:39][CH2:38][N:37]([C:40]([O:42][C:43]([CH3:46])([CH3:45])[CH3:44])=[O:41])[CH2:36][C@@H:35]3[CH3:47])(=[O:33])=[O:32])=[CH:7][C:2]=2[F:1])=[CH:18][N:19]=1, predict the reactants needed to synthesize it. The reactants are: [F:1][C:2]1[CH:7]=[C:6](B2OC(C)(C)C(C)(C)O2)[CH:5]=[CH:4][C:3]=1[C:17]1[CH:18]=[N:19][C:20]([NH2:23])=[N:21][CH:22]=1.Br[C:25]1[CH:30]=[CH:29][CH:28]=[CH:27][C:26]=1[S:31]([N:34]1[CH2:39][CH2:38][N:37]([C:40]([O:42][C:43]([CH3:46])([CH3:45])[CH3:44])=[O:41])[CH2:36][C@@H:35]1[CH3:47])(=[O:33])=[O:32]. (5) Given the product [I:1][C:2]1[CH:3]=[C:4]([CH:9]=[C:10]([I:12])[CH:11]=1)[C:5]([NH:14][NH2:15])=[O:6], predict the reactants needed to synthesize it. The reactants are: [I:1][C:2]1[CH:3]=[C:4]([CH:9]=[C:10]([I:12])[CH:11]=1)[C:5](OC)=[O:6].O.[NH2:14][NH2:15].O. (6) Given the product [F:1][CH2:41][C:38]1[CH:39]=[CH:40][C:35]([CH:34]=[O:33])=[CH:36][CH:37]=1, predict the reactants needed to synthesize it. The reactants are: [F-:1].[K+].C1N2CCOCCOCCN(CCOCCOCC2)CCOCCOC1.CS([O:33][CH2:34][C:35]1[CH:40]=[CH:39][C:38]([CH:41]=O)=[CH:37][CH:36]=1)(=O)=O.